From a dataset of Catalyst prediction with 721,799 reactions and 888 catalyst types from USPTO. Predict which catalyst facilitates the given reaction. (1) Reactant: [CH3:1][N:2]1[CH:6]=[C:5]([N+:7]([O-])=O)[CH:4]=[N:3]1.C(O)C.[C:13](O[C:13]([O:15][C:16]([CH3:19])([CH3:18])[CH3:17])=[O:14])([O:15][C:16]([CH3:19])([CH3:18])[CH3:17])=[O:14].[H][H]. Product: [CH3:1][N:2]1[CH:6]=[C:5]([NH:7][C:13](=[O:14])[O:15][C:16]([CH3:19])([CH3:18])[CH3:17])[CH:4]=[N:3]1. The catalyst class is: 304. (2) Reactant: [OH-].[Na+:2].C(O)C.CO.[CH:8]1[N:12]=[CH:11][N:10]([CH2:13][C:14]([P:20]([OH:23])([OH:22])=[O:21])([P:16]([OH:19])([OH:18])=[O:17])[OH:15])[CH:9]=1. Product: [CH:8]1[N:12]=[CH:11][N:10]([CH2:13][C:14]([P:16]([O-:19])([O-:18])=[O:17])([P:20]([O-:22])([OH:23])=[O:21])[OH:15])[CH:9]=1.[Na+:2].[Na+:2].[Na+:2]. The catalyst class is: 666. (3) Product: [O:15]=[C:12]1[CH2:11][CH2:10][N:9]([C:6]2[CH:7]=[CH:8][C:3]([NH:2][S:29]([C:25]3[CH:24]=[N:23][CH:28]=[CH:27][CH:26]=3)(=[O:31])=[O:30])=[CH:4][CH:5]=2)[CH2:14][CH2:13]1. Reactant: Cl.[NH2:2][C:3]1[CH:8]=[CH:7][C:6]([N:9]2[CH2:14][CH2:13][C:12](=[O:15])[CH2:11][CH2:10]2)=[CH:5][CH:4]=1.C(N(CC)CC)C.[N:23]1[CH:28]=[CH:27][CH:26]=[C:25]([S:29](Cl)(=[O:31])=[O:30])[CH:24]=1. The catalyst class is: 2. (4) Reactant: [C:1]1([S:7]([N:10]2[C:14]3=[N:15][CH:16]=[C:17]([N+:20]([O-:22])=[O:21])[C:18](Cl)=[C:13]3[CH:12]=[CH:11]2)(=[O:9])=[O:8])[CH:6]=[CH:5][CH:4]=[CH:3][CH:2]=1.[NH2:23][CH:24]1[CH2:29][CH2:28][N:27]([CH:30]([CH3:34])[CH2:31][C:32]#[N:33])[CH2:26][CH2:25]1.C(N(C(C)C)CC)(C)C. Product: [C:1]1([S:7]([N:10]2[C:14]3=[N:15][CH:16]=[C:17]([N+:20]([O-:22])=[O:21])[C:18]([NH:23][CH:24]4[CH2:29][CH2:28][N:27]([CH:30]([CH3:34])[CH2:31][C:32]#[N:33])[CH2:26][CH2:25]4)=[C:13]3[CH:12]=[CH:11]2)(=[O:9])=[O:8])[CH:6]=[CH:5][CH:4]=[CH:3][CH:2]=1. The catalyst class is: 41. (5) Reactant: BrN1[C:6](=O)[CH2:5][CH2:4][C:3]1=O.[CH2:9](N(S(F)(F)F)[CH2:12][CH3:13])[CH3:10].[C:18](=[O:21])(O)[O-:19].[Na+]. Product: [CH3:3][CH2:4][CH2:5][CH2:6][CH2:9][CH3:10].[C:18]([O:19][CH2:12][CH3:13])(=[O:21])[CH3:3]. The catalyst class is: 4. (6) Reactant: [Cl:1][C:2]1[CH:39]=[CH:38][C:5]2[N:6]([CH3:37])[C:7](=[O:36])[CH:8]([CH2:25][C:26]3[CH:35]=[CH:34][C:33]4[C:28](=[CH:29][CH:30]=[CH:31][CH:32]=4)[CH:27]=3)[N:9]=[C:10]([N:11]3[CH2:16][CH2:15][CH:14]([NH:17]C(=O)OC(C)(C)C)[CH2:13][CH2:12]3)[C:4]=2[CH:3]=1.FC(F)(F)C(O)=O. Product: [NH2:17][CH:14]1[CH2:13][CH2:12][N:11]([C:10]2[C:4]3[CH:3]=[C:2]([Cl:1])[CH:39]=[CH:38][C:5]=3[N:6]([CH3:37])[C:7](=[O:36])[CH:8]([CH2:25][C:26]3[CH:35]=[CH:34][C:33]4[C:28](=[CH:29][CH:30]=[CH:31][CH:32]=4)[CH:27]=3)[N:9]=2)[CH2:16][CH2:15]1. The catalyst class is: 4. (7) Reactant: F[C:2]1[N:7]=[C:6]([O:8][C@@H:9]([C:11]2[CH:16]=[CH:15][N:14]=[C:13]([NH2:17])[N:12]=2)[CH3:10])[CH:5]=[CH:4][CH:3]=1.[CH3:18][S-:19].[Na+]. Product: [CH3:18][S:19][C:5]1[C:6]([O:8][CH:9]([C:11]2[CH:16]=[CH:15][N:14]=[C:13]([NH2:17])[N:12]=2)[CH3:10])=[N:7][CH:2]=[CH:3][CH:4]=1. The catalyst class is: 16.